Dataset: Reaction yield outcomes from USPTO patents with 853,638 reactions. Task: Predict the reaction yield, written as a fraction of the theoretical maximum amount of product (1.0 means a 100% yield; for example, 0.34 means a 34% yield). (1) The reactants are [N+:1]([C:4]1[CH:9]=[CH:8][C:7]([NH2:10])=[CH:6][CH:5]=1)([O-:3])=[O:2].[Br:11]Br. The catalyst is CC(O)=O. The product is [Br:11][C:8]1[CH:9]=[C:4]([N+:1]([O-:3])=[O:2])[CH:5]=[CH:6][C:7]=1[NH2:10]. The yield is 0.720. (2) The reactants are [NH2:1][C@@:2]1([CH2:9][C:10]#[C:11][C:12]2[N:17]=[C:16]([CH3:18])[CH:15]=[C:14]([C:19]3[CH:24]=[CH:23][C:22]([C:25]([F:28])([F:27])[F:26])=[CH:21][CH:20]=3)[N:13]=2)[CH2:6][CH2:5][N:4]([CH3:7])[C:3]1=[O:8]. The yield is 0.926. The catalyst is CC#N.FC(F)(F)S([O-])(=O)=O.[Ag+]. The product is [CH3:7][N:4]1[CH2:5][CH2:6][C@:2]2([N:1]=[C:11]([C:12]3[N:17]=[C:16]([CH3:18])[CH:15]=[C:14]([C:19]4[CH:20]=[CH:21][C:22]([C:25]([F:28])([F:27])[F:26])=[CH:23][CH:24]=4)[N:13]=3)[CH2:10][CH2:9]2)[C:3]1=[O:8]. (3) The reactants are Cl.COC(C1(N)C2(CCC2)C1)=O.C([O:17][C:18]([C:20]1([C:25]([O:27][C:28](C)(C)C)=[O:26])[CH2:22][CH:21]1[CH2:23][CH3:24])=[O:19])(C)(C)C.[OH-].[K+]. No catalyst specified. The product is [CH3:28][O:27][C:25]([C:20]1([C:18]([OH:17])=[O:19])[C:21]2([CH2:23][CH2:24]2)[CH2:22]1)=[O:26]. The yield is 0.820. (4) The reactants are [C:1]1(B(O)O)[CH:6]=[CH:5][CH:4]=[CH:3][CH:2]=1.Br[C:11]1[CH:12]=[CH:13][C:14]([F:20])=[C:15]([N+:17]([O-:19])=[O:18])[CH:16]=1.C(=O)([O-])[O-].[Na+].[Na+]. The catalyst is C1(C)C=CC=CC=1.C(O)C.C1C=CC([P]([Pd]([P](C2C=CC=CC=2)(C2C=CC=CC=2)C2C=CC=CC=2)([P](C2C=CC=CC=2)(C2C=CC=CC=2)C2C=CC=CC=2)[P](C2C=CC=CC=2)(C2C=CC=CC=2)C2C=CC=CC=2)(C2C=CC=CC=2)C2C=CC=CC=2)=CC=1. The product is [F:20][C:14]1[CH:13]=[CH:12][C:11]([C:1]2[CH:6]=[CH:5][CH:4]=[CH:3][CH:2]=2)=[CH:16][C:15]=1[N+:17]([O-:19])=[O:18]. The yield is 0.960. (5) The reactants are [N:1]([CH2:4][C@@H:5]([C:7]1[CH:12]=[CH:11][C:10]([NH:13][S:14]([CH3:17])(=[O:16])=[O:15])=[CH:9][CH:8]=1)[OH:6])=[N+]=[N-]. The catalyst is [Pd].CO. The product is [NH2:1][CH2:4][C@@H:5]([C:7]1[CH:8]=[CH:9][C:10]([NH:13][S:14]([CH3:17])(=[O:16])=[O:15])=[CH:11][CH:12]=1)[OH:6]. The yield is 0.970. (6) The reactants are [C:1]([OH:4])(=O)[CH3:2].[F:5][C:6]1[CH:11]=[CH:10][C:9]([CH2:12][NH2:13])=[CH:8][CH:7]=1.F[B-](F)(F)F.N1(OC(N(C)C)=[N+](C)C)C2C=CC=CC=2N=N1.C(N(C(C)C)C(C)C)C. The catalyst is CN(C=O)C.CCOC(C)=O. The product is [F:5][C:6]1[CH:11]=[CH:10][C:9]([CH2:12][NH:13][C:1](=[O:4])[CH3:2])=[CH:8][CH:7]=1. The yield is 0.365.